Predict the reactants needed to synthesize the given product. From a dataset of Retrosynthesis with 50K atom-mapped reactions and 10 reaction types from USPTO. (1) Given the product CCOC(=O)CNc1c[nH]c2cccnc12, predict the reactants needed to synthesize it. The reactants are: CCOC(=O)CCl.Nc1c[nH]c2cccnc12. (2) Given the product O=C1Cc2cc(Cl)ccc2N1C1CCNCC1, predict the reactants needed to synthesize it. The reactants are: CC(C)(C)OC(=O)N1CCC(N2C(=O)Cc3cc(Cl)ccc32)CC1. (3) Given the product Cc1cc(Nc2cc(N[C@@H]3CCCC[C@@H]3NC(=O)OC(C)(C)C)cnc2C#N)on1, predict the reactants needed to synthesize it. The reactants are: CC(C)(C)OC(=O)N[C@H]1CCCC[C@H]1Nc1cnc(C#N)c(Br)c1.Cc1cc(N)on1. (4) Given the product CCC[C@@H](NC(=O)N1CC(=NOCC)NC[C@@H](Cc2cc(Cl)ccc2OC)C1=O)c1ccc(C(=O)O)c(N)c1, predict the reactants needed to synthesize it. The reactants are: CCC[C@@H](NC(=O)N1CC(=NOCC)NC[C@@H](Cc2cc(Cl)ccc2OC)C1=O)c1ccc(C(=O)O)c([N+](=O)[O-])c1. (5) Given the product N#Cc1ccc(NCc2ccsc2)cc1, predict the reactants needed to synthesize it. The reactants are: N#Cc1ccc(N)cc1.O=Cc1ccsc1. (6) Given the product O=C1C2=C(CCCC2)C(=O)N1c1c(F)cc(Cl)c2nc(Cl)sc12, predict the reactants needed to synthesize it. The reactants are: Nc1c(F)cc(Cl)c2nc(Cl)sc12.O=C1OC(=O)C2=C1CCCC2.